From a dataset of Forward reaction prediction with 1.9M reactions from USPTO patents (1976-2016). Predict the product of the given reaction. (1) Given the reactants [CH3:1][O:2][CH:3]([O:17][CH3:18])[CH2:4][CH2:5][CH2:6][O:7][C:8]1[CH:13]=[CH:12][C:11]([N+:14]([O-])=O)=[CH:10][CH:9]=1, predict the reaction product. The product is: [CH3:18][O:17][CH:3]([O:2][CH3:1])[CH2:4][CH2:5][CH2:6][O:7][C:8]1[CH:9]=[CH:10][C:11]([NH2:14])=[CH:12][CH:13]=1. (2) Given the reactants [CH3:1][O:2][C:3]1[CH:4]=[CH:5][C:6]([CH:9]=[O:10])=[CH:7][CH:8]=1.[C-]#N.[K+], predict the reaction product. The product is: [OH:10][CH:9]([C:9]([C:6]1[CH:5]=[CH:4][C:3]([O:2][CH3:1])=[CH:8][CH:7]=1)=[O:10])[C:6]1[CH:7]=[CH:8][C:3]([O:2][CH3:1])=[CH:4][CH:5]=1.